Dataset: Forward reaction prediction with 1.9M reactions from USPTO patents (1976-2016). Task: Predict the product of the given reaction. (1) Given the reactants [Cl:1][C:2]1[CH:10]=[CH:9][C:8]2[NH:7][C:6]3[CH2:11][CH2:12][N:13]([CH3:15])[CH2:14][C:5]=3[C:4]=2[C:3]=1[Cl:16].N1CCC[C@H]1C(O)=O.P([O-])([O-])([O-])=O.[K+].[K+].[K+].Br[CH:34]=[C:35]([C:37]1[CH:42]=[CH:41][C:40]([F:43])=[CH:39][CH:38]=1)[CH3:36], predict the reaction product. The product is: [Cl:1][C:2]1[CH:10]=[CH:9][C:8]2[N:7](/[CH:34]=[C:35](/[C:37]3[CH:42]=[CH:41][C:40]([F:43])=[CH:39][CH:38]=3)\[CH3:36])[C:6]3[CH2:11][CH2:12][N:13]([CH3:15])[CH2:14][C:5]=3[C:4]=2[C:3]=1[Cl:16]. (2) Given the reactants [CH:1]([C:3]1[C:8]([C:9]([O:12][C:13](=[O:15])[CH3:14])([CH3:11])[CH3:10])=[CH:7][CH:6]=[CH:5][N:4]=1)=O.[C:16]([O:20][C:21](=[O:37])[NH:22][CH2:23][CH2:24][CH2:25][CH2:26][NH:27][CH2:28][C:29]1[C:34]([CH3:35])=[CH:33][C:32]([CH3:36])=[CH:31][N:30]=1)([CH3:19])([CH3:18])[CH3:17], predict the reaction product. The product is: [C:16]([O:20][C:21]([NH:22][CH2:23][CH2:24][CH2:25][CH2:26][N:27]([CH2:1][C:3]1[C:8]([C:9]([O:12][C:13](=[O:15])[CH3:14])([CH3:11])[CH3:10])=[CH:7][CH:6]=[CH:5][N:4]=1)[CH2:28][C:29]1[C:34]([CH3:35])=[CH:33][C:32]([CH3:36])=[CH:31][N:30]=1)=[O:37])([CH3:17])([CH3:19])[CH3:18]. (3) Given the reactants [F:1][C:2]1[CH:7]=[CH:6][CH:5]=[C:4]([F:8])[C:3]=1[C:9]1[S:10][C:11]([NH:30][C:31](=[O:37])[O:32][C:33]([CH3:36])([CH3:35])[CH3:34])=[C:12]([C:14](=[O:29])[NH:15][C:16]2[CH:17]=[N:18][N:19]([CH3:28])[C:20]=2[CH:21]2[CH2:26][CH2:25][C:24](=[O:27])[CH2:23][CH2:22]2)[N:13]=1.[BH4-].[Na+], predict the reaction product. The product is: [F:1][C:2]1[CH:7]=[CH:6][CH:5]=[C:4]([F:8])[C:3]=1[C:9]1[S:10][C:11]([NH:30][C:31](=[O:37])[O:32][C:33]([CH3:35])([CH3:34])[CH3:36])=[C:12]([C:14](=[O:29])[NH:15][C:16]2[CH:17]=[N:18][N:19]([CH3:28])[C:20]=2[CH:21]2[CH2:22][CH2:23][CH:24]([OH:27])[CH2:25][CH2:26]2)[N:13]=1. (4) Given the reactants [Br-].[CH:2]12[C:14](=[N+:15]3CCCC3)[CH:11]([CH2:12][CH2:13]1)[CH2:10][C:9]1[CH:8]=[CH:7][CH:6]=[CH:5][C:4]=1[CH2:3]2.O.Cl.NO.O.O.O.C([O-])(=[O:29])C.[Na+], predict the reaction product. The product is: [CH:2]12[C:14](=[N:15][OH:29])[CH:11]([CH2:12][CH2:13]1)[CH2:10][C:9]1[CH:8]=[CH:7][CH:6]=[CH:5][C:4]=1[CH2:3]2. (5) Given the reactants C1(CCCN)C=CC=CC=1.[CH2:11]1[C:19]2[C:14](=[CH:15][CH:16]=[CH:17][CH:18]=2)[CH2:13][N:12]1[C:20]([NH:22][C:23]1[CH:24]=[CH:25][C:26]([C:29]([OH:31])=O)=[N:27][CH:28]=1)=[O:21].[CH2:32]1[C:40]2[C:35](=[CH:36]C=CC=2)[CH2:34][N:33]1C(NC1C=CC(C(O)=O)=CC=1)=O, predict the reaction product. The product is: [CH3:34][CH:35]([CH3:36])[CH2:40][CH2:32][NH:33][C:29]([C:26]1[N:27]=[CH:28][C:23]([NH:22][C:20]([N:12]2[CH2:11][C:19]3[C:14](=[CH:15][CH:16]=[CH:17][CH:18]=3)[CH2:13]2)=[O:21])=[CH:24][CH:25]=1)=[O:31].